From a dataset of Experimentally validated miRNA-target interactions with 360,000+ pairs, plus equal number of negative samples. Binary Classification. Given a miRNA mature sequence and a target amino acid sequence, predict their likelihood of interaction. (1) The miRNA is hsa-miR-20b-5p with sequence CAAAGUGCUCAUAGUGCAGGUAG. The protein sequence of the target gene is MAAGIVASRRLRDLLTRRLTGSNYPGLSISLRLTGSSAQEEASGVALGEAPDHSYESLRVTSAQKHVLHVQLNRPNKRNAMNKVFWREMVECFNKISRDADCRAVVISGAGKMFTAGIDLMDMASDILQPKGDDVARISWYLRDIITRYQETFNVIERCPKPVIAAVHGGCIGGGVDLVTACDIRYCAQDAFFQVKEVDVGLAADVGTLQRLPKVIGNQSLVNELAFTARKMMADEALGSGLVSRVFPDKEVMLDAALALAAEISSKSPVAVQSTKVNLLYSRDHSVAESLNYVASWNMS.... Result: 0 (no interaction). (2) The miRNA is cel-miR-34-5p with sequence AGGCAGUGUGGUUAGCUGGUUG. The protein sequence of the target gene is MAAKSDGAAAVAGPGPEGPAGADRGGAGGRGEAAAGIAGPGPVEAGCPGPRYELRDCCWVLCALLVFFSDGATDLWLAASYYLQGQSTYFGLTLLFVLLPSLVVQLLSFRWFVYDYSEPAGTPGPAVSTKDSDIVGAAISTKDSAVAFRTKEGSAELVPRPAPSSAGTYRRRCCRLCVWLLQTLVHLLQLGQVWRYLRALYLGLQSRWRGERLRRHFYWQMLFESADVSMLRLLETFLRSAPQLVLQLSLLVHRGREPELLTALSISASLVSLAWTLASYQKVLRDSRDDKRPLSYKGAV.... Result: 0 (no interaction). (3) The miRNA is hsa-miR-3671 with sequence AUCAAAUAAGGACUAGUCUGCA. The protein sequence of the target gene is MTSKEDGKAAPGEERRRSPLDHLPPPANSNKPLTPFSIEDILNKPSVRRSYSLCGAAHLLAAADKHAQGGLPLAGRALLSQTSPLCALEELASKTFKGLEVSVLQAAEGRDGMTIFGQRQTPKKRRKSRTAFTNHQIYELEKRFLYQKYLSPADRDQIAQQLGLTNAQVITWFQNRRAKLKRDLEEMKADVESAKKLGPSGQMDIVALAELEQNSEATAGGGGGCGRAKSRPGSPVLPPGAPKAPGAGALQLSPASPLTDQPASSQDCSEDEEDEEIDVDD. Result: 0 (no interaction). (4) The protein sequence of the target gene is MNPEWGQAFVHVAVAGGLCAVAVFTGIFDSVSVQVGYEHYAEAPVAGLPAFLAMPFNSLVNMAYTLLGLSWLHRGGAMGLGPRYLKDVFAAMALLYGPVQWLRLWTQWRRAAVLDQWLTLPIFAWPVAWCLYLDRGWRPWLFLSLECVSLASYGLALLHPQGFEVALGAHVVAAVGQALRTHRHYGSTTSATYLALGVLSCLGFVVLKLCDHQLARWRLFQCLTGHFWSKVCDVLQFHFAFLFLTHFNTHPRFHPSGGKTR. The miRNA is hsa-miR-3613-5p with sequence UGUUGUACUUUUUUUUUUGUUC. Result: 0 (no interaction). (5) The miRNA is hsa-miR-5708 with sequence AUGAGCGACUGUGCCUGACC. The protein sequence of the target gene is MSSPERDEGTPVPDSRGHCDADTVSGTPDRRPLLGEEKAVTGEGRAGIVGSPAPRDVEGLVPQIRVAAARQGESPPSVRGPAAAVFVTPKYVEKAQETRGAESQARDVKTEPGTVAAAAEKSEVATPGSEEVMEVEQKPAGEEMEMLEASGGVREAPEEAGPWHLGIDLRRNPLEAIQLELDTVNAQADRAFQHLEQKFGRMRRHYLERRNYIIQNIPGFWMTAFRNHPQLSAMIRGRDAEMLRYVTSLEVKELRHPKTGCKFKFFFRRNPYFRNKLIVKEYEVRSSGRVVSLSTPIIWR.... Result: 0 (no interaction).